Dataset: Catalyst prediction with 721,799 reactions and 888 catalyst types from USPTO. Task: Predict which catalyst facilitates the given reaction. (1) Reactant: [Cl:1][C:2]1[CH:3]=[C:4]2[C:9](=[C:10]([Cl:12])[CH:11]=1)[CH2:8][N:7]([CH3:13])[CH2:6][CH:5]2[C:14]1[CH:19]=[CH:18][CH:17]=[CH:16][CH:15]=1.Cl[S:21]([OH:24])(=O)=[O:22].[NH3:25]. Product: [Cl:1][C:2]1[CH:3]=[C:4]2[C:9](=[C:10]([Cl:12])[CH:11]=1)[CH2:8][N:7]([CH3:13])[CH2:6][CH:5]2[C:14]1[CH:15]=[CH:16][C:17]([S:21]([NH2:25])(=[O:24])=[O:22])=[CH:18][CH:19]=1. The catalyst class is: 4. (2) Reactant: [H-].[Na+].[Cl-].[CH3:4][O:5]C[P+](C1C=CC=CC=1)(C1C=CC=CC=1)C1C=CC=CC=1.[CH3:26][N:27]([CH3:42])[C:28]1([C:35]2[CH:40]=[CH:39][CH:38]=[C:37]([F:41])[CH:36]=2)[CH2:33][CH2:32][C:31](=O)[CH2:30][CH2:29]1.Cl. The catalyst class is: 213. Product: [CH3:26][N:27]([CH3:42])[C:28]1([C:35]2[CH:40]=[CH:39][CH:38]=[C:37]([F:41])[CH:36]=2)[CH2:33][CH2:32][CH:31]([CH:4]=[O:5])[CH2:30][CH2:29]1. (3) Reactant: [CH3:1][N:2]1[CH:6]=[C:5]([S:7]([N:10]2[CH2:14][C@H:13]([C:15]3[CH:20]=[CH:19][CH:18]=[CH:17][CH:16]=3)[C@@H:12]([NH2:21])[CH2:11]2)(=[O:9])=[O:8])[N:4]=[CH:3]1.[Cl:22][C:23]1[CH:28]=[C:27](Cl)[N:26]=[CH:25][N:24]=1.C(N(CC)CC)C. Product: [Cl:22][C:23]1[N:24]=[CH:25][N:26]=[C:27]([NH:21][C@@H:12]2[C@@H:13]([C:15]3[CH:16]=[CH:17][CH:18]=[CH:19][CH:20]=3)[CH2:14][N:10]([S:7]([C:5]3[N:4]=[CH:3][N:2]([CH3:1])[CH:6]=3)(=[O:9])=[O:8])[CH2:11]2)[CH:28]=1. The catalyst class is: 5. (4) Reactant: [F:1][CH:2]([F:27])[CH2:3][O:4][C:5]1[N:6]([C:15]2[CH:20]=[CH:19][C:18]([O:21][CH2:22][C:23]([F:26])([F:25])[F:24])=[CH:17][CH:16]=2)[C:7](=[O:14])[C:8]2[CH:13]=[CH:12][NH:11][C:9]=2[N:10]=1.C(O)(=[O:30])C.C(O)(=O)C.I(C1C=CC=CC=1)=O. Product: [F:27][CH:2]([F:1])[CH2:3][O:4][C:5]1[N:6]([C:15]2[CH:16]=[CH:17][C:18]([O:21][CH2:22][C:23]([F:26])([F:25])[F:24])=[CH:19][CH:20]=2)[C:7](=[O:14])[C:8]2[CH2:13][C:12](=[O:30])[NH:11][C:9]=2[N:10]=1. The catalyst class is: 15. (5) Reactant: C([O:3][C:4]([C:6]1[S:10][N:9]=[C:8]([C:11]2[CH:16]=[CH:15][C:14]([O:17][CH2:18][C:19]3[CH:24]=[CH:23][CH:22]=[CH:21][CH:20]=3)=[CH:13][CH:12]=2)[N:7]=1)=O)C.[BH4-].[Na+]. Product: [CH2:18]([O:17][C:14]1[CH:15]=[CH:16][C:11]([C:8]2[N:7]=[C:6]([CH2:4][OH:3])[S:10][N:9]=2)=[CH:12][CH:13]=1)[C:19]1[CH:20]=[CH:21][CH:22]=[CH:23][CH:24]=1. The catalyst class is: 14. (6) Reactant: C[O:2]C(=O)[O-].[C:6]12([N+:16]([CH3:19])([CH3:18])[CH3:17])[CH2:15][CH:10]3[CH2:11][CH:12]([CH2:14][CH:8]([CH2:9]3)[CH2:7]1)[CH2:13]2.[OH-].[Ca+2].[OH-].[OH-].[Mg+2].[OH-]. Product: [OH-:2].[C:6]12([N+:16]([CH3:19])([CH3:18])[CH3:17])[CH2:13][CH:12]3[CH2:11][CH:10]([CH2:9][CH:8]([CH2:14]3)[CH2:7]1)[CH2:15]2. The catalyst class is: 6. (7) Reactant: [Cl:1][C:2]1[CH:7]=[CH:6][C:5]([C:8]([C:10]2[C:11]([Cl:16])=[N:12][CH:13]=[CH:14][CH:15]=2)=[O:9])=[CH:4][CH:3]=1.[BH4-].[Na+]. Product: [Cl:1][C:2]1[CH:3]=[CH:4][C:5]([CH:8]([C:10]2[C:11]([Cl:16])=[N:12][CH:13]=[CH:14][CH:15]=2)[OH:9])=[CH:6][CH:7]=1. The catalyst class is: 8. (8) Reactant: [NH:1]1[CH2:5][CH2:4][C@@H:3]2[CH2:6][N:7]([C:9]([O:11][C:12]([CH3:15])([CH3:14])[CH3:13])=[O:10])[CH2:8][C@H:2]12.[Br:16][C:17]1[CH:22]=[CH:21][C:20](Br)=[CH:19][CH:18]=1.C1C=CC(P(C2C(C3C(P(C4C=CC=CC=4)C4C=CC=CC=4)=CC=C4C=3C=CC=C4)=C3C(C=CC=C3)=CC=2)C2C=CC=CC=2)=CC=1.CC(C)([O-])C.[Na+]. Product: [Br:16][C:17]1[CH:22]=[CH:21][C:20]([N:1]2[CH2:5][CH2:4][C@@H:3]3[CH2:6][N:7]([C:9]([O:11][C:12]([CH3:15])([CH3:14])[CH3:13])=[O:10])[CH2:8][C@H:2]23)=[CH:19][CH:18]=1. The catalyst class is: 110.